Predict the product of the given reaction. From a dataset of Forward reaction prediction with 1.9M reactions from USPTO patents (1976-2016). (1) Given the reactants FC(F)(F)S(O[C:7]1[C:8]2[C:17]([C:18]3[CH:23]=[CH:22][CH:21]=[CH:20][CH:19]=3)=[C:16]([C:24]3[CH:29]=[CH:28][C:27]([C:30]4([NH:34][C:35]([O:37][C:38]([CH3:41])([CH3:40])[CH3:39])=[O:36])[CH2:33][CH2:32][CH2:31]4)=[CH:26][CH:25]=3)[O:15][C:9]=2[N:10]=[C:11]([S:13][CH3:14])[N:12]=1)(=O)=O.[CH3:44][NH2:45], predict the reaction product. The product is: [CH3:44][NH:45][C:7]1[C:8]2[C:17]([C:18]3[CH:23]=[CH:22][CH:21]=[CH:20][CH:19]=3)=[C:16]([C:24]3[CH:25]=[CH:26][C:27]([C:30]4([NH:34][C:35](=[O:36])[O:37][C:38]([CH3:40])([CH3:39])[CH3:41])[CH2:31][CH2:32][CH2:33]4)=[CH:28][CH:29]=3)[O:15][C:9]=2[N:10]=[C:11]([S:13][CH3:14])[N:12]=1. (2) Given the reactants C(Cl)(=O)C(Cl)=O.[CH3:7][C:8]1[C:20]([CH3:21])=[CH:19][CH:18]=[CH:17][C:9]=1[O:10][C:11]([CH3:16])([CH3:15])[C:12]([OH:14])=O.[Cl-].[Al+3].[Cl-].[Cl-], predict the reaction product. The product is: [CH3:15][C:11]1([CH3:16])[C:12](=[O:14])[C:17]2[CH:18]=[CH:19][C:20]([CH3:21])=[C:8]([CH3:7])[C:9]=2[O:10]1. (3) Given the reactants [OH:1][C:2]1[CH:9]=[CH:8][C:5]([CH:6]=[O:7])=[CH:4][CH:3]=1.N1C=CN=C1.[CH:15]([Si:18](Cl)([CH:22]([CH3:24])[CH3:23])[CH:19]([CH3:21])[CH3:20])([CH3:17])[CH3:16], predict the reaction product. The product is: [CH:15]([Si:18]([CH:22]([CH3:24])[CH3:23])([CH:19]([CH3:21])[CH3:20])[O:1][C:2]1[CH:9]=[CH:8][C:5]([CH:6]=[O:7])=[CH:4][CH:3]=1)([CH3:17])[CH3:16]. (4) Given the reactants [Br:1][C:2]1[C:7]2[O:8][CH2:9][CH2:10][CH2:11][NH:12][C:6]=2[CH:5]=[CH:4][CH:3]=1.C([O:15]C(OCC)CCO)C.C(OC(OCC)C(O)CO)C, predict the reaction product. The product is: [Br:1][C:2]1[C:7]2[O:8][CH2:9][CH:10]([OH:15])[CH2:11][NH:12][C:6]=2[CH:5]=[CH:4][CH:3]=1. (5) Given the reactants Cl[C:2]1[CH:3]=[CH:4][C:5]2[N:6]([C:8]([CH:11]([CH3:13])[CH3:12])=[N:9][N:10]=2)[N:7]=1.[C:14]([C:16]1[CH:21]=[CH:20][C:19]([F:22])=[CH:18][C:17]=1[F:23])#[CH:15], predict the reaction product. The product is: [F:23][C:17]1[CH:18]=[C:19]([F:22])[CH:20]=[CH:21][C:16]=1[C:14]#[C:15][C:2]1[CH:3]=[CH:4][C:5]2[N:6]([C:8]([CH:11]([CH3:13])[CH3:12])=[N:9][N:10]=2)[N:7]=1.